This data is from Peptide-MHC class II binding affinity with 134,281 pairs from IEDB. The task is: Regression. Given a peptide amino acid sequence and an MHC pseudo amino acid sequence, predict their binding affinity value. This is MHC class II binding data. (1) The peptide sequence is GELQIVDKIDAAFKY. The MHC is DRB1_0101 with pseudo-sequence DRB1_0101. The binding affinity (normalized) is 0.554. (2) The peptide sequence is EEDIEIIPIKEEEY. The MHC is HLA-DPA10301-DPB10402 with pseudo-sequence HLA-DPA10301-DPB10402. The binding affinity (normalized) is 0.231. (3) The peptide sequence is ALFHEVAKLDVVKLL. The MHC is DRB1_0802 with pseudo-sequence DRB1_0802. The binding affinity (normalized) is 0.504. (4) The peptide sequence is GERQIVDKIDAAFKI. The MHC is DRB1_1201 with pseudo-sequence DRB1_1201. The binding affinity (normalized) is 0.664. (5) The MHC is DRB1_0701 with pseudo-sequence DRB1_0701. The peptide sequence is CIPSLEAAVKQAYAA. The binding affinity (normalized) is 0.270. (6) The peptide sequence is VDGIIAAYQNPASWK. The MHC is HLA-DPA10201-DPB10501 with pseudo-sequence HLA-DPA10201-DPB10501. The binding affinity (normalized) is 0.197. (7) The peptide sequence is NLVIEGPTTCGYLPT. The MHC is DRB1_0101 with pseudo-sequence DRB1_0101. The binding affinity (normalized) is 1.00. (8) The peptide sequence is SQRLELSWNLNGLQAY. The MHC is DRB1_0401 with pseudo-sequence DRB1_0401. The binding affinity (normalized) is 0.148. (9) The peptide sequence is QEVFKAIQSLKTTEV. The MHC is HLA-DQA10301-DQB10302 with pseudo-sequence HLA-DQA10301-DQB10302. The binding affinity (normalized) is 0.278. (10) The peptide sequence is RWQVVAPQLPDDLMI. The MHC is DRB1_1302 with pseudo-sequence DRB1_1302. The binding affinity (normalized) is 0.191.